The task is: Predict the reactants needed to synthesize the given product.. This data is from Full USPTO retrosynthesis dataset with 1.9M reactions from patents (1976-2016). (1) The reactants are: [C:1]([C:3]1[CH:27]=[CH:26][C:6]([O:7][C:8]2[CH:9]=[C:10]([CH:14]=[C:15]([O:17][CH2:18][CH2:19][C:20]3[CH:25]=[CH:24][CH:23]=[CH:22][CH:21]=3)[CH:16]=2)[C:11](O)=[O:12])=[CH:5][CH:4]=1)#[N:2].[C:28]([O:32][C:33](=[O:43])[NH:34][CH2:35][CH2:36][CH:37]1[CH2:42][CH2:41][NH:40][CH2:39][CH2:38]1)([CH3:31])([CH3:30])[CH3:29]. Given the product [C:28]([O:32][C:33](=[O:43])[NH:34][CH2:35][CH2:36][CH:37]1[CH2:38][CH2:39][N:40]([C:11](=[O:12])[C:10]2[CH:14]=[C:15]([O:17][CH2:18][CH2:19][C:20]3[CH:25]=[CH:24][CH:23]=[CH:22][CH:21]=3)[CH:16]=[C:8]([O:7][C:6]3[CH:26]=[CH:27][C:3]([C:1]#[N:2])=[CH:4][CH:5]=3)[CH:9]=2)[CH2:41][CH2:42]1)([CH3:31])([CH3:29])[CH3:30], predict the reactants needed to synthesize it. (2) Given the product [CH3:1][C@@H:2]1[CH2:6][CH2:5][CH2:4][N:3]1[CH2:7][CH2:8][CH2:9][O:10][C:11]1[CH:12]=[CH:13][C:14]([C:17]2[CH:18]=[C:19]([C:24]3[CH:29]=[CH:28][CH:27]=[CH:26][N:25]=3)[C:20](=[O:23])[NH:21][N:22]=2)=[CH:15][CH:16]=1, predict the reactants needed to synthesize it. The reactants are: [CH3:1][C@@H:2]1[CH2:6][CH2:5][CH2:4][N:3]1[CH2:7][CH2:8][CH2:9][O:10][C:11]1[CH:16]=[CH:15][C:14]([C:17]2[CH2:18][CH:19]([C:24]3[CH:29]=[CH:28][CH:27]=[CH:26][N:25]=3)[C:20](=[O:23])[NH:21][N:22]=2)=[CH:13][CH:12]=1.C(=O)([O-])[O-].[Cs+].[Cs+].